This data is from Merck oncology drug combination screen with 23,052 pairs across 39 cell lines. The task is: Regression. Given two drug SMILES strings and cell line genomic features, predict the synergy score measuring deviation from expected non-interaction effect. Drug 1: CN1C(=O)C=CC2(C)C3CCC4(C)C(NC(=O)OCC(F)(F)F)CCC4C3CCC12. Drug 2: COC1CC2CCC(C)C(O)(O2)C(=O)C(=O)N2CCCCC2C(=O)OC(C(C)CC2CCC(OP(C)(C)=O)C(OC)C2)CC(=O)C(C)C=C(C)C(O)C(OC)C(=O)C(C)CC(C)C=CC=CC=C1C. Cell line: OVCAR3. Synergy scores: synergy=7.38.